This data is from Forward reaction prediction with 1.9M reactions from USPTO patents (1976-2016). The task is: Predict the product of the given reaction. (1) Given the reactants C[O:2][CH:3](OC)[CH2:4][N:5]1[C:9]2[C:10]([C:14]([O:16][CH3:17])=[O:15])=[CH:11][CH:12]=[CH:13][C:8]=2[N:7]=[C:6]1[C:18]1[CH:23]=[CH:22][C:21]([F:24])=[CH:20][CH:19]=1.O.FC(F)(F)C(O)=O, predict the reaction product. The product is: [F:24][C:21]1[CH:22]=[CH:23][C:18]([C:6]2[N:5]([CH2:4][CH:3]=[O:2])[C:9]3[C:10]([C:14]([O:16][CH3:17])=[O:15])=[CH:11][CH:12]=[CH:13][C:8]=3[N:7]=2)=[CH:19][CH:20]=1. (2) Given the reactants [OH:1][C:2]1[CH:7]=[CH:6][C:5]([C:8]2[N:13]=[C:12]([NH:14][C:15]3[CH:23]=[CH:22][C:18]([C:19](O)=[O:20])=[CH:17][C:16]=3[O:24][CH3:25])[CH:11]=[N:10][CH:9]=2)=[CH:4][CH:3]=1.C(N(CC)CC)C.CN(C(O[N:41]1N=[N:48][C:43]2[CH:44]=[CH:45][CH:46]=[CH:47][C:42]1=2)=[N+](C)C)C.[B-](F)(F)(F)F, predict the reaction product. The product is: [OH:1][C:2]1[CH:3]=[CH:4][C:5]([C:8]2[N:13]=[C:12]([NH:14][C:15]3[CH:23]=[CH:22][C:18]([C:19]([NH:41][CH2:42][C:47]4[CH:46]=[CH:45][CH:44]=[CH:43][N:48]=4)=[O:20])=[CH:17][C:16]=3[O:24][CH3:25])[CH:11]=[N:10][CH:9]=2)=[CH:6][CH:7]=1. (3) Given the reactants Cl[C:2]1[N:7]=[N:6][C:5]([C:8]([NH2:10])=[O:9])=[CH:4][CH:3]=1.[CH3:11][N:12]1[CH2:17][CH2:16][NH:15][CH2:14][CH2:13]1, predict the reaction product. The product is: [CH3:11][N:12]1[CH2:17][CH2:16][N:15]([C:2]2[N:7]=[N:6][C:5]([C:8]([NH2:10])=[O:9])=[CH:4][CH:3]=2)[CH2:14][CH2:13]1. (4) Given the reactants C(OC(=O)[NH:7][CH:8]1[CH2:13][CH2:12][N:11]([CH2:14][CH2:15][N:16]2[C:21]3[CH:22]=[C:23]([Cl:26])[CH:24]=[CH:25][C:20]=3[O:19][CH2:18][C:17]2=[O:27])[CH2:10][CH2:9]1)(C)(C)C.NC1CCN(CCN2C3C(=CC=C(C#N)C=3)C=CC2=O)CC1, predict the reaction product. The product is: [NH2:7][CH:8]1[CH2:9][CH2:10][N:11]([CH2:14][CH2:15][N:16]2[C:21]3[CH:22]=[C:23]([Cl:26])[CH:24]=[CH:25][C:20]=3[O:19][CH2:18][C:17]2=[O:27])[CH2:12][CH2:13]1. (5) Given the reactants [F:1][C:2]1[CH:7]=[CH:6][CH:5]=[C:4]([I:8])[C:3]=1[C:9]1[NH:13][N:12]=[N:11][N:10]=1.[C:14](=O)([O-])[O-].[K+].[K+].IC, predict the reaction product. The product is: [F:1][C:2]1[CH:7]=[CH:6][CH:5]=[C:4]([I:8])[C:3]=1[C:9]1[N:10]=[N:11][N:12]([CH3:14])[N:13]=1. (6) Given the reactants COC1C=CC(C(Cl)=O)=CC=1.[CH3:12][O:13][C:14]1[CH:15]=[C:16]2[C:21](=[CH:22][C:23]=1[O:24][CH3:25])[N:20]=[CH:19][CH:18]=[C:17]2[O:26][C:27]1[CH:33]=[CH:32][C:30]([NH2:31])=[CH:29][CH:28]=1.[CH3:34][O:35][C:36]1[CH:41]=[CH:40][C:39]([C:42]([N:44]=[C:45]=[S:46])=[O:43])=[CH:38][CH:37]=1, predict the reaction product. The product is: [CH3:34][O:35][C:36]1[CH:37]=[CH:38][C:39]([C:42]([N:44]=[C:45]=[S:46])=[O:43])=[CH:40][CH:41]=1.[CH3:12][O:13][C:14]1[CH:15]=[C:16]2[C:21](=[CH:22][C:23]=1[O:24][CH3:25])[N:20]=[CH:19][CH:18]=[C:17]2[O:26][C:27]1[CH:33]=[CH:32][C:30]([NH:31][C:45]([NH:44][C:42](=[O:43])[C:39]2[CH:40]=[CH:41][C:36]([O:35][CH3:34])=[CH:37][CH:38]=2)=[S:46])=[CH:29][CH:28]=1. (7) Given the reactants Cl.[O:2]1[CH2:7][CH2:6][CH:5]([NH:8][NH2:9])[CH2:4][CH2:3]1.C(O[CH:13]=[C:14]([C:20]#[N:21])[C:15]([O:17][CH2:18][CH3:19])=[O:16])C.C([O-])(=O)C.[Na+], predict the reaction product. The product is: [CH2:18]([O:17][C:15]([C:14]1[CH:13]=[N:9][N:8]([CH:5]2[CH2:6][CH2:7][O:2][CH2:3][CH2:4]2)[C:20]=1[NH2:21])=[O:16])[CH3:19].